Dataset: Peptide-MHC class I binding affinity with 185,985 pairs from IEDB/IMGT. Task: Regression. Given a peptide amino acid sequence and an MHC pseudo amino acid sequence, predict their binding affinity value. This is MHC class I binding data. (1) The peptide sequence is EYYFRNEVF. The MHC is HLA-B08:02 with pseudo-sequence HLA-B08:02. The binding affinity (normalized) is 0.0847. (2) The peptide sequence is LTFGWCFKL. The MHC is HLA-B35:01 with pseudo-sequence HLA-B35:01. The binding affinity (normalized) is 0. (3) The peptide sequence is TSDYINTSL. The MHC is HLA-A31:01 with pseudo-sequence HLA-A31:01. The binding affinity (normalized) is 0.0847. (4) The peptide sequence is LIFNVKSKLL. The MHC is HLA-A02:06 with pseudo-sequence HLA-A02:06. The binding affinity (normalized) is 0.0521. (5) The peptide sequence is IRNPPMVVF. The MHC is HLA-B40:01 with pseudo-sequence HLA-B40:01. The binding affinity (normalized) is 0.0847. (6) The peptide sequence is HMWSVVYDHF. The MHC is Mamu-B17 with pseudo-sequence Mamu-B17. The binding affinity (normalized) is 0.204. (7) The MHC is HLA-B44:02 with pseudo-sequence HLA-B44:02. The peptide sequence is KELKCGSGI. The binding affinity (normalized) is 0.397. (8) The peptide sequence is AVFKDSFLGK. The MHC is HLA-A68:02 with pseudo-sequence HLA-A68:02. The binding affinity (normalized) is 0.147.